Dataset: Full USPTO retrosynthesis dataset with 1.9M reactions from patents (1976-2016). Task: Predict the reactants needed to synthesize the given product. (1) Given the product [NH2:1][C:2](=[O:38])[C@@H:3]([N:6]([CH2:7][C:8]1[CH:35]=[CH:34][C:11]([C:12](=[O:13])[NH:14][C:15]2[CH:20]=[CH:19][C:18]([Cl:21])=[CH:17][C:16]=2[N:22]2[CH2:23][CH2:24][N:25]([CH2:28][CH2:29][C:30]([F:33])([F:31])[F:32])[CH2:26][CH2:27]2)=[C:10]([F:36])[C:9]=1[F:37])[C:39](=[O:40])[O:41][C:42]([CH3:45])([CH3:44])[CH3:43])[CH2:4][OH:5], predict the reactants needed to synthesize it. The reactants are: [NH2:1][C:2](=[O:38])[C@@H:3]([NH:6][CH2:7][C:8]1[CH:35]=[CH:34][C:11]([C:12]([NH:14][C:15]2[CH:20]=[CH:19][C:18]([Cl:21])=[CH:17][C:16]=2[N:22]2[CH2:27][CH2:26][N:25]([CH2:28][CH2:29][C:30]([F:33])([F:32])[F:31])[CH2:24][CH2:23]2)=[O:13])=[C:10]([F:36])[C:9]=1[F:37])[CH2:4][OH:5].[C:39](O[C:39]([O:41][C:42]([CH3:45])([CH3:44])[CH3:43])=[O:40])([O:41][C:42]([CH3:45])([CH3:44])[CH3:43])=[O:40].C([O-])([O-])=O.[K+].[K+]. (2) Given the product [OH:40][CH2:39][CH2:38][CH2:37][N:36]([CH2:35][CH2:34][CH2:33][S:31]([CH2:30][CH2:29][CH2:28][C:27]([F:45])([F:26])[C:41]([F:42])([F:43])[F:44])=[O:32])[CH2:2][CH2:3][CH2:4][CH2:5][CH2:6][CH2:7][C:8]1[C:14]2[CH:15]=[CH:16][C:17]([OH:19])=[CH:18][C:13]=2[CH2:12][CH2:11][CH2:10][C:9]=1[C:20]1[CH:25]=[CH:24][CH:23]=[CH:22][CH:21]=1, predict the reactants needed to synthesize it. The reactants are: Br[CH2:2][CH2:3][CH2:4][CH2:5][CH2:6][CH2:7][C:8]1[C:14]2[CH:15]=[CH:16][C:17]([OH:19])=[CH:18][C:13]=2[CH2:12][CH2:11][CH2:10][C:9]=1[C:20]1[CH:25]=[CH:24][CH:23]=[CH:22][CH:21]=1.[F:26][C:27]([F:45])([C:41]([F:44])([F:43])[F:42])[CH2:28][CH2:29][CH2:30][S:31]([CH2:33][CH2:34][CH2:35][NH:36][CH2:37][CH2:38][CH2:39][OH:40])=[O:32]. (3) Given the product [OH:26][C:23]([CH3:25])([CH3:24])[CH2:22][N:19]1[C:20]([CH3:21])=[C:16]([CH2:12][C:13]([OH:15])=[O:14])[C:17]([CH3:27])=[N:18]1, predict the reactants needed to synthesize it. The reactants are: FC(F)(F)C(O)=O.CC([CH:12]([C:16]1[C:17]([CH3:27])=[N:18][N:19]([CH2:22][C:23]([OH:26])([CH3:25])[CH3:24])[C:20]=1[CH3:21])[C:13]([O-:15])=[O:14])(C)C. (4) Given the product [S:1]1[CH:5]=[CH:4][C:3]2[CH:6]=[C:7]([CH2:10][S:11]([NH:14][C@H:15]([CH2:20][C:21]3[C:29]4[C:24](=[CH:25][CH:26]=[CH:27][CH:28]=4)[NH:23][CH:22]=3)[C:16]([NH:18][OH:19])=[O:17])(=[O:13])=[O:12])[CH:8]=[CH:9][C:2]1=2, predict the reactants needed to synthesize it. The reactants are: [S:1]1[CH:5]=[CH:4][C:3]2[CH:6]=[C:7]([CH2:10][S:11]([NH:14][C@H:15]([CH2:20][C:21]3[C:29]4[C:24](=[CH:25][CH:26]=[CH:27][CH:28]=4)[NH:23][CH:22]=3)[C:16]([NH:18][OH:19])=[O:17])(=[O:13])=[O:12])[CH:8]=[CH:9][C:2]1=2.S1C=CC2C=C(CS(N[C@H](CC3C4C(=CC=CC=4)NC=3)C(O)=O)(=O)=O)C=CC1=2.C1C=NC2N(O)N=NC=2C=1.Cl.NO.CN1CCOCC1.C(O)(=O)CC.NO. (5) Given the product [Cl:1][C:2]1[C:3](=[O:34])[N:4]([CH2:19][CH2:20][C:21]2[CH:22]=[CH:23][C:24]([CH2:27][OH:28])=[CH:25][CH:26]=2)[C:5]([CH2:9][O:10][C:11]2[CH:16]=[CH:15][CH:14]=[C:13]([CH2:17][CH3:18])[CH:12]=2)=[C:6]([Cl:8])[CH:7]=1, predict the reactants needed to synthesize it. The reactants are: [Cl:1][C:2]1[C:3](=[O:34])[N:4]([CH2:19][CH2:20][C:21]2[CH:26]=[CH:25][C:24]([C:27](N3C=CN=C3)=[O:28])=[CH:23][CH:22]=2)[C:5]([CH2:9][O:10][C:11]2[CH:16]=[CH:15][CH:14]=[C:13]([CH2:17][CH3:18])[CH:12]=2)=[C:6]([Cl:8])[CH:7]=1.[BH4-].[Na+].C(OCC)(=O)C. (6) Given the product [OH:3][CH2:4][CH2:5][O:6][NH:7][C:8]([C:10]1[C:11]([NH:29][C:30]2[CH:35]=[CH:34][C:33]([I:36])=[CH:32][C:31]=2[F:37])=[C:12]2[C:16](=[CH:17][CH:18]=1)[NH:15][N:14]=[CH:13]2)=[O:9], predict the reactants needed to synthesize it. The reactants are: C([O:3][CH2:4][CH2:5][O:6][NH:7][C:8]([C:10]1[C:11]([NH:29][C:30]2[CH:35]=[CH:34][C:33]([I:36])=[CH:32][C:31]=2[F:37])=[C:12]2[C:16](=[CH:17][CH:18]=1)[N:15](S(C1C=CC(C)=CC=1)(=O)=O)[N:14]=[CH:13]2)=[O:9])=C.Cl. (7) Given the product [Cl:34][C:4]1[CH:5]=[C:6](/[C:8](=[N:36]/[OH:37])/[CH2:9][C@H:10]([C:18]2[CH:23]=[CH:22][C:21]([C:24]3[CH:25]=[CH:26][C:27]([C:30]([OH:32])=[O:31])=[CH:28][CH:29]=3)=[CH:20][CH:19]=2)[C:11]2[CH:16]=[CH:15][CH:14]=[CH:13][C:12]=2[CH3:17])[CH:7]=[C:2]([Cl:1])[N:3]=1, predict the reactants needed to synthesize it. The reactants are: [Cl:1][C:2]1[CH:7]=[C:6]([C:8](=O)[CH2:9][C@H:10]([C:18]2[CH:23]=[CH:22][C:21]([C:24]3[CH:29]=[CH:28][C:27]([C:30]([OH:32])=[O:31])=[CH:26][CH:25]=3)=[CH:20][CH:19]=2)[C:11]2[CH:16]=[CH:15][CH:14]=[CH:13][C:12]=2[CH3:17])[CH:5]=[C:4]([Cl:34])[N:3]=1.Cl.[NH2:36][OH:37].C([O-])(O)=O.[Na+]. (8) Given the product [NH2:6][C@@:5]([C:14]1[S:15][C:16]([C:19]2[CH:24]=[CH:23][C:22]([O:25][CH2:26][CH2:27][CH2:28][CH2:29][CH2:30][CH2:31][C:32]3[CH:37]=[CH:36][CH:35]=[CH:34][CH:33]=3)=[C:21]([C:38]([F:40])([F:41])[F:39])[CH:20]=2)=[CH:17][N:18]=1)([CH3:42])[CH2:4][OH:3], predict the reactants needed to synthesize it. The reactants are: CC1(C)[N:6](C(OC(C)(C)C)=O)[C@@:5]([CH3:42])([C:14]2[S:15][C:16]([C:19]3[CH:24]=[CH:23][C:22]([O:25][CH2:26][CH2:27][CH2:28][CH2:29][CH2:30][CH2:31][C:32]4[CH:37]=[CH:36][CH:35]=[CH:34][CH:33]=4)=[C:21]([C:38]([F:41])([F:40])[F:39])[CH:20]=3)=[CH:17][N:18]=2)[CH2:4][O:3]1.